This data is from Full USPTO retrosynthesis dataset with 1.9M reactions from patents (1976-2016). The task is: Predict the reactants needed to synthesize the given product. (1) Given the product [CH2:1]([C:8]1[N:13]=[N:12][C:11]([N:14]2[CH2:15][CH2:16][C:17]([OH:38])([C:20]3[CH:25]=[CH:24][C:23]([C:26]([OH:28])([CH3:37])[CH3:27])=[CH:22][N:21]=3)[CH2:18][CH2:19]2)=[C:10]([CH3:39])[C:9]=1[CH3:40])[C:2]1[CH:7]=[CH:6][CH:5]=[CH:4][CH:3]=1, predict the reactants needed to synthesize it. The reactants are: [CH2:1]([C:8]1[N:13]=[N:12][C:11]([N:14]2[CH2:19][CH2:18][C:17]([OH:38])([C:20]3[CH:25]=[CH:24][C:23]([C:26]([CH3:37])([O:28]COCC[Si](C)(C)C)[CH3:27])=[CH:22][N:21]=3)[CH2:16][CH2:15]2)=[C:10]([CH3:39])[C:9]=1[CH3:40])[C:2]1[CH:7]=[CH:6][CH:5]=[CH:4][CH:3]=1.C(O)(C(F)(F)F)=O. (2) Given the product [Cl:1][C:2]1[CH:7]=[CH:6][C:5]([C:8](=[CH:21][N:22]([CH3:24])[CH3:23])[C:9]([C:11]2[CH:16]=[CH:15][C:14]([Cl:17])=[CH:13][C:12]=2[Cl:18])=[O:10])=[CH:4][CH:3]=1, predict the reactants needed to synthesize it. The reactants are: [Cl:1][C:2]1[CH:7]=[CH:6][C:5]([CH2:8][C:9]([C:11]2[CH:16]=[CH:15][C:14]([Cl:17])=[CH:13][C:12]=2[Cl:18])=[O:10])=[CH:4][CH:3]=1.CO[CH:21](OC)[N:22]([CH3:24])[CH3:23]. (3) Given the product [F:39][C:38]([F:41])([F:40])[S:35]([O:15][C:12]1[C:11]([C:17]2[CH:22]=[CH:21][C:20]([Cl:23])=[C:19]([C:24]([F:26])([F:27])[F:25])[CH:18]=2)([CH3:16])[CH2:10][CH:9]([O:8][CH2:1][C:2]2[CH:3]=[CH:4][CH:5]=[CH:6][CH:7]=2)[CH2:14][CH:13]=1)(=[O:37])=[O:36], predict the reactants needed to synthesize it. The reactants are: [CH2:1]([O:8][CH:9]1[CH2:14][CH2:13][C:12](=[O:15])[C:11]([C:17]2[CH:22]=[CH:21][C:20]([Cl:23])=[C:19]([C:24]([F:27])([F:26])[F:25])[CH:18]=2)([CH3:16])[CH2:10]1)[C:2]1[CH:7]=[CH:6][CH:5]=[CH:4][CH:3]=1.C1C=CC(N([S:35]([C:38]([F:41])([F:40])[F:39])(=[O:37])=[O:36])[S:35]([C:38]([F:41])([F:40])[F:39])(=[O:37])=[O:36])=CC=1.C[Si]([N-][Si](C)(C)C)(C)C.[K+].[Cl-].[Na+]. (4) Given the product [Br:3][C:4]1[C:5]([O:13][CH2:12][CH2:11][OH:14])=[N:6][CH:7]=[CH:8][CH:9]=1, predict the reactants needed to synthesize it. The reactants are: [H-].[Na+].[Br:3][C:4]1[C:5](Cl)=[N:6][CH:7]=[CH:8][CH:9]=1.[CH2:11]([OH:14])[CH2:12][OH:13]. (5) Given the product [C:24]1([O:23][C:21](=[O:22])[NH:1][C:2]2[S:10][C:5]3[CH2:6][O:7][CH2:8][CH2:9][C:4]=3[C:3]=2[C:11](=[O:12])[NH2:13])[CH:29]=[CH:28][CH:27]=[CH:26][CH:25]=1, predict the reactants needed to synthesize it. The reactants are: [NH2:1][C:2]1[S:10][C:5]2[CH2:6][O:7][CH2:8][CH2:9][C:4]=2[C:3]=1[C:11]([NH2:13])=[O:12].N1C=CC=CC=1.Cl[C:21]([O:23][C:24]1[CH:29]=[CH:28][CH:27]=[CH:26][CH:25]=1)=[O:22]. (6) Given the product [F:10][C:11]1[CH:12]=[C:13]2[C:18](=[CH:19][CH:20]=1)[CH:2]=[N:1][C:15]([C:21]([OH:23])=[O:22])=[CH:14]2, predict the reactants needed to synthesize it. The reactants are: [NH2:1][C@@H:2]1C2CCN(CC2)C1.[F:10][C:11]1[CH:12]=[C:13]2[C:18](=[CH:19][CH:20]=1)N=C[C:15]([C:21]([OH:23])=[O:22])=[CH:14]2. (7) Given the product [F:24][C:21]1([F:23])[CH2:22][N:19]([C:11]2[N:12]=[CH:13][C:14]([C:16]([OH:18])=[O:17])=[N:15][C:10]=2[O:4][CH2:3][C:2]([F:6])([F:5])[F:1])[CH2:20]1, predict the reactants needed to synthesize it. The reactants are: [F:1][C:2]([F:6])([F:5])[CH2:3][OH:4].[OH-].[K+].Br[C:10]1[N:15]=[C:14]([C:16]([OH:18])=[O:17])[CH:13]=[N:12][C:11]=1[N:19]1[CH2:22][C:21]([F:24])([F:23])[CH2:20]1.Cl. (8) Given the product [ClH:1].[ClH:1].[N:2]12[CH2:11][CH:6]3[CH2:7][CH:8]([CH2:10][CH:4]([C@@H:5]3[NH:12][C:23]([C:21]3[CH:20]=[CH:19][C:17]4[NH:18][C:14]([CH3:13])=[N:15][C:16]=4[CH:22]=3)=[O:24])[CH2:3]1)[CH2:9]2, predict the reactants needed to synthesize it. The reactants are: [ClH:1].[N:2]12[CH2:11][CH:6]3[CH2:7][CH:8]([CH2:10][CH:4]([C@@H:5]3[NH2:12])[CH2:3]1)[CH2:9]2.[CH3:13][C:14]1[NH:18][C:17]2[CH:19]=[CH:20][C:21]([C:23](O)=[O:24])=[CH:22][C:16]=2[N:15]=1.N.